Dataset: Catalyst prediction with 721,799 reactions and 888 catalyst types from USPTO. Task: Predict which catalyst facilitates the given reaction. (1) Reactant: [C:1]([C:3]1[CH:4]=[C:5]([C:11](Cl)=[N:12][OH:13])[CH:6]=[CH:7][C:8]=1[O:9][CH3:10])#[N:2].[C:15]([O:19][CH2:20][CH3:21])(=[O:18])[C:16]#[CH:17].C(N(CC)CC)C. Product: [C:1]([C:3]1[CH:4]=[C:5]([C:11]2[CH:17]=[C:16]([C:15]([O:19][CH2:20][CH3:21])=[O:18])[O:13][N:12]=2)[CH:6]=[CH:7][C:8]=1[O:9][CH3:10])#[N:2]. The catalyst class is: 1. (2) Reactant: C(OC([N:8]1[C:17]2[C:12](=[N:13][C:14]([O:18][CH3:19])=[CH:15][CH:16]=2)[C@@H:11]([NH:20][C:21]2[N:26]=[C:25]([CH2:27][C:28]3[CH:33]=[C:32]([C:34]([F:37])([F:36])[F:35])[CH:31]=[C:30]([C:38]([F:41])([F:40])[F:39])[CH:29]=3)[C:24]([CH2:42][CH2:43][C:44]([O:46][CH3:47])=[O:45])=[CH:23][N:22]=2)[CH2:10][C@H:9]1[CH2:48][CH3:49])=O)(C)(C)C.Cl.C(=O)([O-])O.[Na+]. Product: [F:41][C:38]([F:39])([F:40])[C:30]1[CH:29]=[C:28]([CH:33]=[C:32]([C:34]([F:35])([F:37])[F:36])[CH:31]=1)[CH2:27][C:25]1[C:24]([CH2:42][CH2:43][C:44]([O:46][CH3:47])=[O:45])=[CH:23][N:22]=[C:21]([NH:20][C@@H:11]2[C:12]3[C:17](=[CH:16][CH:15]=[C:14]([O:18][CH3:19])[N:13]=3)[NH:8][C@H:9]([CH2:48][CH3:49])[CH2:10]2)[N:26]=1. The catalyst class is: 12. (3) Reactant: [F:1][C:2]1[CH:17]=[C:16]([CH:18]=O)[CH:15]=[CH:14][C:3]=1[O:4][C:5]1[N:6]=[CH:7][C:8]([C:11]([NH2:13])=[O:12])=[N:9][CH:10]=1.[CH3:20][C:21]([CH3:26])([CH3:25])[CH2:22][CH2:23][NH2:24].[BH4-].[Na+]. Product: [CH3:20][C:21]([CH3:26])([CH3:25])[CH2:22][CH2:23][NH:24][CH2:18][C:16]1[CH:15]=[CH:14][C:3]([O:4][C:5]2[N:6]=[CH:7][C:8]([C:11]([NH2:13])=[O:12])=[N:9][CH:10]=2)=[C:2]([F:1])[CH:17]=1. The catalyst class is: 5. (4) Reactant: C(=O)(O)O.[NH2:5][C:6]([NH2:8])=[NH:7].[Cl:9][C:10]1[CH:15]=[CH:14][C:13]([CH:16]([CH2:28][O:29][CH2:30][O:31][CH3:32])[CH2:17][O:18][C:19]2[CH:26]=[CH:25][CH:24]=[C:23](F)[C:20]=2[C:21]#[N:22])=[CH:12][CH:11]=1. Product: [Cl:9][C:10]1[CH:11]=[CH:12][C:13]([CH:16]([CH2:28][O:29][CH2:30][O:31][CH3:32])[CH2:17][O:18][C:19]2[CH:26]=[CH:25][CH:24]=[C:23]3[C:20]=2[C:21]([NH2:22])=[N:7][C:6]([NH2:8])=[N:5]3)=[CH:14][CH:15]=1. The catalyst class is: 44. (5) Reactant: [C:1](#[N:8])[C:2]1[CH:7]=[CH:6][CH:5]=[CH:4][CH:3]=1.Cl[Sn](Cl)(Cl)Cl.[C:14]([O:20][CH2:21][CH3:22])(=[O:19])[CH2:15][C:16]([CH3:18])=[O:17].C([O-])(O)=O.[Na+]. Product: [CH2:21]([O:20][C:14](=[O:19])[C:15](=[C:1]([NH2:8])[C:2]1[CH:7]=[CH:6][CH:5]=[CH:4][CH:3]=1)[C:16](=[O:17])[CH3:18])[CH3:22]. The catalyst class is: 48. (6) Reactant: [CH3:1][C:2]1[CH:7]=[C:6]([C:8]2[CH:13]=[CH:12][C:11]([CH2:14][C:15]([OH:17])=O)=[CH:10][CH:9]=2)[CH:5]=[CH:4][N:3]=1.[NH2:18][C:19]1[N:24]=[CH:23][C:22]([N:25]2[CH2:30][CH2:29][N:28]([C:31]([O:33][C:34]([CH3:37])([CH3:36])[CH3:35])=[O:32])[CH2:27][CH2:26]2)=[CH:21][CH:20]=1.F[P-](F)(F)(F)(F)F.N1(OC(N(C)C)=[N+](C)C)C2N=CC=CC=2N=N1.CCN(C(C)C)C(C)C. Product: [CH3:1][C:2]1[CH:7]=[C:6]([C:8]2[CH:9]=[CH:10][C:11]([CH2:14][C:15]([NH:18][C:19]3[N:24]=[CH:23][C:22]([N:25]4[CH2:30][CH2:29][N:28]([C:31]([O:33][C:34]([CH3:37])([CH3:36])[CH3:35])=[O:32])[CH2:27][CH2:26]4)=[CH:21][CH:20]=3)=[O:17])=[CH:12][CH:13]=2)[CH:5]=[CH:4][N:3]=1. The catalyst class is: 39. (7) Reactant: [CH3:1][O:2][C:3]1[CH:8]=[CH:7][C:6]([C:9]2[CH:17]=[CH:16][CH:15]=[C:14]3[C:10]=2[CH2:11][C:12](=[O:18])[NH:13]3)=[CH:5][CH:4]=1.[N:19]1([CH2:24][CH2:25][NH:26][C:27]([C:29]2[C:33]([CH3:34])=[C:32]([CH:35]=O)[NH:31][C:30]=2[CH3:37])=[O:28])[CH:23]=[CH:22][N:21]=[N:20]1. Product: [N:19]1([CH2:24][CH2:25][NH:26][C:27]([C:29]2[C:33]([CH3:34])=[C:32]([CH:35]=[C:11]3[C:10]4[C:14](=[CH:15][CH:16]=[CH:17][C:9]=4[C:6]4[CH:7]=[CH:8][C:3]([O:2][CH3:1])=[CH:4][CH:5]=4)[NH:13][C:12]3=[O:18])[NH:31][C:30]=2[CH3:37])=[O:28])[CH:23]=[CH:22][N:21]=[N:20]1. The catalyst class is: 360.